From a dataset of Peptide-MHC class I binding affinity with 185,985 pairs from IEDB/IMGT. Regression. Given a peptide amino acid sequence and an MHC pseudo amino acid sequence, predict their binding affinity value. This is MHC class I binding data. (1) The peptide sequence is WAKLLKQKW. The MHC is HLA-A69:01 with pseudo-sequence HLA-A69:01. The binding affinity (normalized) is 0.0847. (2) The peptide sequence is IFPANINDK. The MHC is HLA-A33:01 with pseudo-sequence HLA-A33:01. The binding affinity (normalized) is 0.128. (3) The peptide sequence is LITEQFLCY. The MHC is HLA-A26:01 with pseudo-sequence HLA-A26:01. The binding affinity (normalized) is 0.115. (4) The peptide sequence is MPIRYQTTAV. The MHC is HLA-B07:02 with pseudo-sequence HLA-B07:02. The binding affinity (normalized) is 0.775. (5) The peptide sequence is LPYPQPQL. The MHC is HLA-B51:01 with pseudo-sequence HLA-B51:01. The binding affinity (normalized) is 0.679. (6) The peptide sequence is IFRRDQIWF. The MHC is HLA-A24:02 with pseudo-sequence HLA-A24:02. The binding affinity (normalized) is 0.632. (7) The peptide sequence is SPYNSQNAV. The MHC is HLA-B15:01 with pseudo-sequence HLA-B15:01. The binding affinity (normalized) is 0.0152. (8) The MHC is HLA-A31:01 with pseudo-sequence HLA-A31:01. The peptide sequence is VPLRPMTY. The binding affinity (normalized) is 0. (9) The peptide sequence is AEAQCTEAS. The MHC is HLA-A02:02 with pseudo-sequence HLA-A02:02. The binding affinity (normalized) is 0.